From a dataset of Catalyst prediction with 721,799 reactions and 888 catalyst types from USPTO. Predict which catalyst facilitates the given reaction. (1) Product: [Br:1][C:2]1[CH:11]=[C:10]2[C:5](=[CH:4][CH:3]=1)[C:6]([CH3:14])([CH3:13])[CH2:7][CH2:8][CH2:9]2. The catalyst class is: 55. Reactant: [Br:1][C:2]1[CH:11]=[C:10]2[C:5]([C:6]([CH3:14])([CH3:13])[CH2:7][CH2:8][C:9]2=O)=[CH:4][CH:3]=1.C([SiH](CC)CC)C. (2) Reactant: C[O-].[Na+].Cl.[C:5]([NH2:8])(=[NH:7])[CH3:6].C([O:11][C:12](=O)[CH:13]([NH:19][C:20](=[O:29])[C:21]1[CH:26]=[C:25]([F:27])[CH:24]=[CH:23][C:22]=1[Cl:28])[C:14](OCC)=[O:15])C. Product: [Cl:28][C:22]1[CH:23]=[CH:24][C:25]([F:27])=[CH:26][C:21]=1[C:20]([NH:19][C:13]1[C:12]([OH:11])=[N:7][C:5]([CH3:6])=[N:8][C:14]=1[OH:15])=[O:29]. The catalyst class is: 8. (3) Reactant: [NH2:1][C:2]1[C:3]2[N:11]=[C:10]([C:12]3[CH:13]=[C:14]([CH:18]=[C:19]([F:21])[CH:20]=3)[C:15]([OH:17])=O)[CH:9]=[CH:8][C:4]=2[N:5]=[CH:6][N:7]=1.[CH:22]1([NH2:26])[CH2:25][CH2:24][CH2:23]1.CN(C(ON1N=NC2C=CC=NC1=2)=[N+](C)C)C.F[P-](F)(F)(F)(F)F.CCN(C(C)C)C(C)C. Product: [NH2:1][C:2]1[C:3]2[N:11]=[C:10]([C:12]3[CH:13]=[C:14]([CH:18]=[C:19]([F:21])[CH:20]=3)[C:15]([NH:26][CH:22]3[CH2:25][CH2:24][CH2:23]3)=[O:17])[CH:9]=[CH:8][C:4]=2[N:5]=[CH:6][N:7]=1. The catalyst class is: 3.